From a dataset of PAMPA (Parallel Artificial Membrane Permeability Assay) permeability data from NCATS. Regression/Classification. Given a drug SMILES string, predict its absorption, distribution, metabolism, or excretion properties. Task type varies by dataset: regression for continuous measurements (e.g., permeability, clearance, half-life) or binary classification for categorical outcomes (e.g., BBB penetration, CYP inhibition). Dataset: pampa_ncats. (1) The compound is CN1C2=C(N=C1CCC3=CC=CC=C3)N=C(C(=C2)NC4=CN=C(C=C4)OC)OC. The result is 1 (high permeability). (2) The compound is C1=CC=C(C=C1)N[S+](=O)(C2=CC=C(C=C2)NCC3=C(C(=CC=C3)Cl)F)[O-]. The result is 1 (high permeability). (3) The compound is COC1=CC(=NC=C1)NC(=S)N2CCN(CC2)C3=CC(=C(C=C3)Cl)Cl. The result is 1 (high permeability). (4) The compound is C1C(CN(C1=O)C2=NNC3=C2C=CC(=C3)Br)C(=O)NC4=CC=CC=C4. The result is 0 (low-to-moderate permeability).